Dataset: Full USPTO retrosynthesis dataset with 1.9M reactions from patents (1976-2016). Task: Predict the reactants needed to synthesize the given product. (1) Given the product [NH2:24][C@H:25]([C:34]1[CH:35]=[N:36][CH:37]=[C:38]([O:40][CH2:41][C:42]2[CH:47]=[CH:46][CH:45]=[CH:44][CH:43]=2)[CH:39]=1)[CH2:26][C:27]([O:29][C:30]([CH3:33])([CH3:32])[CH3:31])=[O:28], predict the reactants needed to synthesize it. The reactants are: C(P(C1C=CC(C(F)(F)F)=CC=1)C1C=CC(C(F)(F)F)=CC=1)C.[NH2:24][C:25]([C:34]1[CH:35]=[N:36][CH:37]=[C:38]([O:40][CH2:41][C:42]2[CH:47]=[CH:46][CH:45]=[CH:44][CH:43]=2)[CH:39]=1)=[CH:26][C:27]([O:29][C:30]([CH3:33])([CH3:32])[CH3:31])=[O:28].[H][H]. (2) The reactants are: [CH3:1][O:2][C:3](=[O:32])[NH:4][CH:5]([C:9]([N:11]1[CH:15]([C:16](=O)[NH:17][CH2:18][C:19]([C:21]2[CH:26]=[CH:25][C:24]([Br:27])=[CH:23][CH:22]=2)=O)[CH2:14][N:13]([C:29](=[O:31])[CH3:30])[CH2:12]1)=[O:10])[CH:6]([CH3:8])[CH3:7].C([O-])(=O)C.[NH4+:37]. Given the product [CH3:1][O:2][C:3](=[O:32])[NH:4][CH:5]([C:9]([N:11]1[CH:15]([C:16]2[NH:17][CH:18]=[C:19]([C:21]3[CH:26]=[CH:25][C:24]([Br:27])=[CH:23][CH:22]=3)[N:37]=2)[CH2:14][N:13]([C:29](=[O:31])[CH3:30])[CH2:12]1)=[O:10])[CH:6]([CH3:8])[CH3:7], predict the reactants needed to synthesize it. (3) Given the product [C:20]1([C:7]([C:1]2[CH:6]=[CH:5][CH:4]=[CH:3][CH:2]=2)([C:11]2[CH:16]=[CH:15][C:14]([NH2:17])=[CH:13][N:12]=2)[C:8]([NH2:10])=[O:9])[CH:21]=[CH:22][CH:23]=[CH:24][CH:25]=1, predict the reactants needed to synthesize it. The reactants are: [C:1]1([C:7]([C:20]2[CH:25]=[CH:24][CH:23]=[CH:22][CH:21]=2)([C:11]2[CH:16]=[CH:15][C:14]([N+:17]([O-])=O)=[CH:13][N:12]=2)[C:8]([NH2:10])=[O:9])[CH:6]=[CH:5][CH:4]=[CH:3][CH:2]=1. (4) Given the product [Cl:1][C:2]1[CH:3]=[CH:4][C:5]([C:18]([F:21])([F:19])[F:20])=[C:6]2[C:11]=1[NH:10][CH:9]=[C:8]([C:12]([OH:14])=[O:13])[C:7]2=[O:17], predict the reactants needed to synthesize it. The reactants are: [Cl:1][C:2]1[CH:3]=[CH:4][C:5]([C:18]([F:21])([F:20])[F:19])=[C:6]2[C:11]=1[NH:10][CH:9]=[C:8]([C:12]([O:14]CC)=[O:13])[C:7]2=[O:17].CC(O)C.[OH-].[Na+].C(O)(=O)C. (5) Given the product [CH3:32][O:31][C:29]([C:26]1[N:27]=[CH:28][C:23]([CH2:2][C:3]2[CH:20]=[CH:19][C:6]3[CH2:7][CH2:8][N:9]([C:12]([O:14][C:15]([CH3:18])([CH3:17])[CH3:16])=[O:13])[CH2:10][CH2:11][C:5]=3[CH:4]=2)=[N:24][CH:25]=1)=[O:30], predict the reactants needed to synthesize it. The reactants are: Br[CH2:2][C:3]1[CH:20]=[CH:19][C:6]2[CH2:7][CH2:8][N:9]([C:12]([O:14][C:15]([CH3:18])([CH3:17])[CH3:16])=[O:13])[CH2:10][CH2:11][C:5]=2[CH:4]=1.C[Sn](C)(C)[C:23]1[N:24]=[CH:25][C:26]([C:29]([O:31][CH3:32])=[O:30])=[N:27][CH:28]=1. (6) Given the product [CH2:21]([O:28]/[N:29]=[C:30]1\[CH2:31][CH2:32][C:33]2[C:38]\1=[CH:37][CH:36]=[C:35]([C:2]1[C:3]([C:15]3[CH:20]=[CH:19][N:18]=[CH:17][CH:16]=3)=[N:4][N:5]([C:7]3[CH:14]=[CH:13][C:10]([C:11]#[N:12])=[CH:9][N:8]=3)[CH:6]=1)[CH:34]=2)[C:22]1[CH:23]=[CH:24][CH:25]=[CH:26][CH:27]=1, predict the reactants needed to synthesize it. The reactants are: Br[C:2]1[C:3]([C:15]2[CH:20]=[CH:19][N:18]=[CH:17][CH:16]=2)=[N:4][N:5]([C:7]2[CH:14]=[CH:13][C:10]([C:11]#[N:12])=[CH:9][N:8]=2)[CH:6]=1.[CH2:21]([O:28]/[N:29]=[C:30]1\[CH2:31][CH2:32][C:33]2[C:38]\1=[CH:37][CH:36]=[C:35](B(O)O)[CH:34]=2)[C:22]1[CH:27]=[CH:26][CH:25]=[CH:24][CH:23]=1.C(=O)([O-])[O-].[K+].[K+]. (7) The reactants are: [O:1]=[C:2]1[N:7]2[CH:8]=[C:9]([CH:12]3[CH2:17][CH2:16][N:15]([C:18]([O:20][C:21]([CH3:24])([CH3:23])[CH3:22])=[O:19])[CH2:14][CH2:13]3)[CH:10]=[CH:11][C:6]2=[N:5][C:4](OS(C(F)(F)F)(=O)=O)=[CH:3]1.[CH3:33][N:34]1[C:42]2[C:37](=[CH:38][C:39](B3OC(C)(C)C(C)(C)O3)=[CH:40][CH:41]=2)[CH:36]=[N:35]1.[O-]P([O-])([O-])=O.[K+].[K+].[K+]. Given the product [CH3:33][N:34]1[C:42]2[C:37](=[CH:38][C:39]([C:4]3[N:5]=[C:6]4[CH:11]=[CH:10][C:9]([CH:12]5[CH2:13][CH2:14][N:15]([C:18]([O:20][C:21]([CH3:22])([CH3:24])[CH3:23])=[O:19])[CH2:16][CH2:17]5)=[CH:8][N:7]4[C:2](=[O:1])[CH:3]=3)=[CH:40][CH:41]=2)[CH:36]=[N:35]1, predict the reactants needed to synthesize it.